This data is from Reaction yield outcomes from USPTO patents with 853,638 reactions. The task is: Predict the reaction yield, written as a fraction of the theoretical maximum amount of product (1.0 means a 100% yield; for example, 0.34 means a 34% yield). (1) The reactants are [Cl:1][C:2]1[CH:3]=[C:4]([O:14][CH3:15])[C:5]2[O:9][C:8]([CH2:11][OH:12])([CH3:10])[CH2:7][C:6]=2[CH:13]=1.[C:16]1([CH3:26])[CH:21]=[CH:20][C:19]([S:22](Cl)(=[O:24])=[O:23])=[CH:18][CH:17]=1.C(N(C(C)C)CC)(C)C.CC1C=CC(S(OCC2CC3C=CC=C(OC)C=3O2)(=O)=O)=CC=1. The catalyst is CN(C)C1C=CN=CC=1. The product is [CH3:26][C:16]1[CH:21]=[CH:20][C:19]([S:22]([O:12][CH2:11][C:8]2([CH3:10])[CH2:7][C:6]3[CH:13]=[C:2]([Cl:1])[CH:3]=[C:4]([O:14][CH3:15])[C:5]=3[O:9]2)(=[O:24])=[O:23])=[CH:18][CH:17]=1. The yield is 0.760. (2) The reactants are [N+:1]([C:4]1[CH:5]=[C:6]([OH:10])[CH:7]=[CH:8][CH:9]=1)([O-:3])=[O:2].Br[C:12]1[CH:13]=[CH:14][C:15]([N+:18]([O-:20])=[O:19])=[N:16][CH:17]=1.C(=O)([O-])[O-].[Cs+].[Cs+].CN(C)C=O. The product is [N+:18]([C:15]1[CH:14]=[CH:13][C:12]([O:10][C:6]2[CH:7]=[CH:8][CH:9]=[C:4]([N+:1]([O-:3])=[O:2])[CH:5]=2)=[CH:17][N:16]=1)([O-:20])=[O:19]. The catalyst is O. The yield is 0.330. (3) The reactants are [Br:1][C:2]1[CH:3]=[C:4]([N:13]([C@H:16]2[CH2:21][CH2:20][C@H:19]([NH:22][C:23]([O:25][C:26]([CH3:29])([CH3:28])[CH3:27])=[O:24])[CH2:18][CH2:17]2)[CH2:14][CH3:15])[C:5]([CH3:12])=[C:6]([CH:11]=1)[C:7]([O:9][CH3:10])=[O:8].[H-].[Na+].[CH3:32]I. The catalyst is C1COCC1. The product is [Br:1][C:2]1[CH:3]=[C:4]([N:13]([C@H:16]2[CH2:17][CH2:18][C@H:19]([N:22]([C:23]([O:25][C:26]([CH3:28])([CH3:27])[CH3:29])=[O:24])[CH3:32])[CH2:20][CH2:21]2)[CH2:14][CH3:15])[C:5]([CH3:12])=[C:6]([CH:11]=1)[C:7]([O:9][CH3:10])=[O:8]. The yield is 0.974. (4) The reactants are CCN(CC)CC.II.C1C=CC(P(C2C=CC=CC=2)C2C=CC=CC=2)=CC=1.[C:29]([O:33][C:34](=[O:63])[NH:35][CH2:36][C:37]1([C:40]([NH:42][NH:43][C:44]([CH:46]2[CH2:52][CH2:51][C@@H:50]3[CH2:53][N:47]2[C:48](=[O:62])[N:49]3[O:54][CH2:55][C:56]2[CH:61]=[CH:60][CH:59]=[CH:58][CH:57]=2)=O)=[O:41])[CH2:39][CH2:38]1)([CH3:32])([CH3:31])[CH3:30]. The catalyst is C(Cl)Cl. The product is [CH2:55]([O:54][N:49]1[C:48](=[O:62])[N:47]2[CH2:53][C@H:50]1[CH2:51][CH2:52][CH:46]2[C:44]1[O:41][C:40]([C:37]2([CH2:36][NH:35][C:34](=[O:63])[O:33][C:29]([CH3:32])([CH3:31])[CH3:30])[CH2:38][CH2:39]2)=[N:42][N:43]=1)[C:56]1[CH:61]=[CH:60][CH:59]=[CH:58][CH:57]=1. The yield is 0.830. (5) The reactants are [CH2:1]([O:3][C:4](=[O:15])[C:5]([OH:14])([C:10]([F:13])([F:12])[F:11])[CH2:6][C:7]([CH3:9])=[CH2:8])[CH3:2].[O:16]1[C:20]2[CH:21]=[CH:22][CH:23]=[CH:24][C:19]=2[CH2:18][CH2:17]1.[Al+3].[Cl-].[Cl-].[Cl-]. The catalyst is ClC(Cl)C. The product is [CH2:1]([O:3][C:4](=[O:15])[C:5]([OH:14])([C:10]([F:13])([F:12])[F:11])[CH2:6][C:7]([C:21]1[C:20]2[O:16][CH2:17][CH2:18][C:19]=2[CH:24]=[CH:23][CH:22]=1)([CH3:9])[CH3:8])[CH3:2]. The yield is 0.260. (6) The reactants are [Br:1][C:2]1[CH:3]=[C:4]2[C:9](=[CH:10][CH:11]=1)[NH:8][CH:7]([C:12]1[CH:17]=[CH:16][CH:15]=[C:14]([Cl:18])[CH:13]=1)[N:6]([CH2:19][C:20]([NH:22][C:23]([CH3:26])([CH3:25])[CH3:24])=[O:21])[C:5]2=[O:27]. The catalyst is C(Cl)(Cl)Cl.[O-2].[O-2].[Mn+4]. The product is [Br:1][C:2]1[CH:3]=[C:4]2[C:9](=[CH:10][CH:11]=1)[N:8]=[C:7]([C:12]1[CH:17]=[CH:16][CH:15]=[C:14]([Cl:18])[CH:13]=1)[N:6]([CH2:19][C:20]([NH:22][C:23]([CH3:25])([CH3:24])[CH3:26])=[O:21])[C:5]2=[O:27]. The yield is 1.00. (7) The reactants are [F:1][C:2]([F:10])([F:9])[C:3]#[C:4][C:5]([F:8])([F:7])[F:6].[CH3:11][O:12][C:13]1[O:14][CH:15]=[CH:16][CH:17]=1. The catalyst is C1C=CC=CC=1. The product is [CH3:11][O:12][C:13]1[CH:17]=[CH:16][C:15]([OH:14])=[C:3]([C:2]([F:10])([F:9])[F:1])[C:4]=1[C:5]([F:8])([F:7])[F:6]. The yield is 0.640.